This data is from Full USPTO retrosynthesis dataset with 1.9M reactions from patents (1976-2016). The task is: Predict the reactants needed to synthesize the given product. Given the product [NH2:1][C:2]1[N:7]=[CH:6][N:5]=[C:4]2[N:8]([C@H:32]3[CH2:33][CH2:34][C@@H:35]([N:38]4[CH2:43][CH2:42][N:41]([CH3:44])[CH2:40][CH2:39]4)[CH2:36][CH2:37]3)[N:9]=[C:10]([C:11]3[CH:12]=[CH:13][C:14]([NH:17][C:18]4[S:19][C:20]([CH2:30][CH3:31])=[C:21]([C:23]5[CH:28]=[CH:27][CH:26]=[CH:25][C:24]=5[CH3:45])[N:22]=4)=[CH:15][CH:16]=3)[C:3]=12, predict the reactants needed to synthesize it. The reactants are: [NH2:1][C:2]1[N:7]=[CH:6][N:5]=[C:4]2[N:8]([C@H:32]3[CH2:37][CH2:36][C@@H:35]([N:38]4[CH2:43][CH2:42][N:41]([CH3:44])[CH2:40][CH2:39]4)[CH2:34][CH2:33]3)[N:9]=[C:10]([C:11]3[CH:16]=[CH:15][C:14]([NH:17][C:18]4[S:19][C:20]([CH2:30][CH3:31])=[C:21]([C:23]5[CH:28]=[CH:27][C:26](C)=[CH:25][CH:24]=5)[N:22]=4)=[CH:13][CH:12]=3)[C:3]=12.[C:45]1(C)C=CC=CC=1B(O)O.